From a dataset of Full USPTO retrosynthesis dataset with 1.9M reactions from patents (1976-2016). Predict the reactants needed to synthesize the given product. (1) Given the product [CH2:23]([N:14]([CH:11]1[CH2:12][CH2:13][N:8]([C:5]2[N:4]=[CH:3][C:2]([C:56]3[CH:61]=[CH:60][C:59]([N:62]4[C:66](=[O:67])[N:65]([CH2:68][CH2:69][CH3:70])[N:64]=[CH:63]4)=[C:58]([F:71])[CH:57]=3)=[CH:7][N:6]=2)[CH2:9][CH2:10]1)[C:15](=[O:21])[O:16][C:17]([CH3:20])([CH3:19])[CH3:18])[CH3:24], predict the reactants needed to synthesize it. The reactants are: Br[C:2]1[CH:3]=[N:4][C:5]([N:8]2[CH2:13][CH2:12][CH:11]([NH:14][C:15](=[O:21])[O:16][C:17]([CH3:20])([CH3:19])[CH3:18])[CH2:10][CH2:9]2)=[N:6][CH:7]=1.I[CH2:23][CH3:24].CN(C1CCN(C2N=CC(B3OC(C)(C)C(C)(C)O3)=CN=2)CC1)C(=O)OC(C)(C)C.Br[C:56]1[CH:61]=[CH:60][C:59]([N:62]2[C:66](=[O:67])[N:65]([CH2:68][CH2:69][CH3:70])[N:64]=[CH:63]2)=[C:58]([F:71])[CH:57]=1. (2) Given the product [CH:33]([C:32]1[C:31]([O:30][CH2:29][O:28][CH2:27][CH2:26][O:25][CH3:24])=[C:38]([C:2]2[C:16]([O:17][CH2:18][O:19][CH2:20][CH2:21][O:22][CH3:23])=[CH:15][CH:14]=[C:4]([CH2:5][NH:6][C:7](=[O:13])[O:8][C:9]([CH3:12])([CH3:11])[CH3:10])[CH:3]=2)[CH:37]=[CH:36][CH:35]=1)=[O:34], predict the reactants needed to synthesize it. The reactants are: Br[C:2]1[CH:3]=[C:4]([CH:14]=[CH:15][C:16]=1[O:17][CH2:18][O:19][CH2:20][CH2:21][O:22][CH3:23])[CH2:5][NH:6][C:7](=[O:13])[O:8][C:9]([CH3:12])([CH3:11])[CH3:10].[CH3:24][O:25][CH2:26][CH2:27][O:28][CH2:29][O:30][C:31]1[C:38](B2OC(C)(C)C(C)(C)O2)=[CH:37][CH:36]=[CH:35][C:32]=1[CH:33]=[O:34]. (3) Given the product [Cl:1][C:2]1[CH:3]=[CH:4][C:5]([CH2:6][C:7]2[C:15]3[C:14](=[O:16])[N:13]([CH2:17][CH2:18][CH2:19][OH:20])[C:12](=[O:23])[N:11]([CH3:24])[C:10]=3[S:9][C:8]=2[C:25]2[CH:30]=[CH:29][C:28]([Cl:31])=[CH:27][CH:26]=2)=[CH:32][CH:33]=1, predict the reactants needed to synthesize it. The reactants are: [Cl:1][C:2]1[CH:33]=[CH:32][C:5]([CH2:6][C:7]2[C:15]3[C:14](=[O:16])[N:13]([CH2:17][CH2:18][C:19](OC)=[O:20])[C:12](=[O:23])[N:11]([CH3:24])[C:10]=3[S:9][C:8]=2[C:25]2[CH:30]=[CH:29][C:28]([Cl:31])=[CH:27][CH:26]=2)=[CH:4][CH:3]=1.[BH4-].[Na+]. (4) Given the product [Br:29][C:11]1[C:2]([Cl:1])=[C:3]2[C:8](=[CH:9][CH:10]=1)[N:7]([C:12]1[C:16]3[CH2:17][N:18]([C:21](=[O:23])[CH3:22])[CH2:19][CH2:20][C:15]=3[N:14]([C@H:24]3[CH2:28][CH2:27][O:26][CH2:25]3)[N:13]=1)[CH2:6][CH2:5][CH2:4]2, predict the reactants needed to synthesize it. The reactants are: [Cl:1][C:2]1[CH:11]=[CH:10][CH:9]=[C:8]2[C:3]=1[CH2:4][CH2:5][CH2:6][N:7]2[C:12]1[C:16]2[CH2:17][N:18]([C:21](=[O:23])[CH3:22])[CH2:19][CH2:20][C:15]=2[N:14]([C@H:24]2[CH2:28][CH2:27][O:26][CH2:25]2)[N:13]=1.[Br:29]N1C(=O)CCC1=O. (5) Given the product [C:41]([C:38]1[CH:39]=[CH:40][C:35]([C:32]2[NH:31][C:30]([C@@H:21]([N:17]3[C:16](=[O:44])[C@@H:15]([C:12]4[CH:11]=[CH:10][C:9]([O:8][CH2:7][CH2:6][OH:5])=[CH:14][CH:13]=4)[NH:19][C:18]3=[O:20])[C@H:22]([C:24]3[CH:25]=[CH:26][CH:27]=[CH:28][CH:29]=3)[CH3:23])=[N:34][CH:33]=2)=[C:36]([F:43])[CH:37]=1)#[CH:42], predict the reactants needed to synthesize it. The reactants are: C([O:5][CH2:6][CH2:7][O:8][C:9]1[CH:14]=[CH:13][C:12]([C@H:15]2[NH:19][C:18](=[O:20])[N:17]([C@H:21]([C:30]3[NH:31][C:32]([C:35]4[CH:40]=[CH:39][C:38]([C:41]#[CH:42])=[CH:37][C:36]=4[F:43])=[CH:33][N:34]=3)[C@H:22]([C:24]3[CH:29]=[CH:28][CH:27]=[CH:26][CH:25]=3)[CH3:23])[C:16]2=[O:44])=[CH:11][CH:10]=1)(C)(C)C.ClCCl.C(#N)C.[I-].[Na+].Cl[Si](C)(C)C. (6) Given the product [OH:2][C:3]1[N:13]=[CH:12][C:11]2[C:10](=[O:14])[N:9]3[CH2:15][C@H:16]([C:19]([OH:21])=[O:20])[CH2:17][CH2:18][C@H:8]3[CH2:7][CH2:6][C:5]=2[CH:4]=1, predict the reactants needed to synthesize it. The reactants are: C[O:2][C:3]1[N:13]=[CH:12][C:11]2[C:10](=[O:14])[N:9]3[CH2:15][C@H:16]([C:19]([O:21]C)=[O:20])[CH2:17][CH2:18][C@H:8]3[CH2:7][CH2:6][C:5]=2[CH:4]=1.N#N.